Predict the reactants needed to synthesize the given product. From a dataset of Full USPTO retrosynthesis dataset with 1.9M reactions from patents (1976-2016). (1) Given the product [OH:2][C:3]1[CH:10]=[C:9]([N:11]2[CH2:12][CH2:13][O:14][CH2:15][CH2:16]2)[CH:8]=[C:7]([CH3:17])[C:4]=1[C:5]#[N:6], predict the reactants needed to synthesize it. The reactants are: C[O:2][C:3]1[CH:10]=[C:9]([N:11]2[CH2:16][CH2:15][O:14][CH2:13][CH2:12]2)[CH:8]=[C:7]([CH3:17])[C:4]=1[C:5]#[N:6].C(=O)([O-])[O-].[K+].[K+].C(S)C.Cl. (2) Given the product [CH2:21]([C:17]1[CH:16]=[C:15]([CH:20]=[CH:19][CH:18]=1)[CH2:14][CH:10]1[O:11][CH2:12][CH2:13][NH:8][CH2:9]1)[CH3:22], predict the reactants needed to synthesize it. The reactants are: C([N:8]1[CH2:13][CH2:12][O:11][C@H:10]([CH2:14][C:15]2[CH:20]=[CH:19][CH:18]=[C:17]([CH:21]=[CH:22]C3C=NC=CC=3)[CH:16]=2)[CH2:9]1)(OC(C)(C)C)=O.CN1C(=O)CCC1.C([Mg]Cl)C.C(O)(=O)CC(CC(O)=O)(C(O)=O)O. (3) Given the product [F:24][C:6]1[C:2]([CH3:1])=[N:3][N:4]([C:17]2[CH:22]=[CH:21][CH:20]=[CH:19][CH:18]=2)[C:5]=1[NH:7][C:8](=[O:16])[O:9][C:10]1[CH:15]=[CH:14][CH:13]=[CH:12][CH:11]=1, predict the reactants needed to synthesize it. The reactants are: [CH3:1][C:2]1[CH:6]=[C:5]([NH:7][C:8](=[O:16])[O:9][C:10]2[CH:15]=[CH:14][CH:13]=[CH:12][CH:11]=2)[N:4]([C:17]2[CH:22]=[CH:21][CH:20]=[CH:19][CH:18]=2)[N:3]=1.[B-](F)(F)(F)[F:24].[B-](F)(F)(F)F.C1[N+]2(CCl)CC[N+](F)(CC2)C1. (4) Given the product [CH3:3][O:4][C:5]1[CH:6]=[CH:7][C:8]([CH2:9][NH:10][C:11]2[C:20](/[CH:21]=[C:22](\[CH3:28])/[C:23]([OH:25])=[O:24])=[CH:19][C:18]3[C:13](=[CH:14][CH:15]=[C:16]([Br:29])[CH:17]=3)[N:12]=2)=[CH:30][CH:31]=1, predict the reactants needed to synthesize it. The reactants are: [Li+].[OH-].[CH3:3][O:4][C:5]1[CH:31]=[CH:30][C:8]([CH2:9][NH:10][C:11]2[C:20](/[CH:21]=[C:22](\[CH3:28])/[C:23]([O:25]CC)=[O:24])=[CH:19][C:18]3[C:13](=[CH:14][CH:15]=[C:16]([Br:29])[CH:17]=3)[N:12]=2)=[CH:7][CH:6]=1.